Dataset: Forward reaction prediction with 1.9M reactions from USPTO patents (1976-2016). Task: Predict the product of the given reaction. Given the reactants [CH2:1]([C:3]1[N:7]([C:8]2[N:16]=[C:15]3[C:11]([N:12]=[C:13]([CH:18]=O)[N:14]3[CH3:17])=[C:10]([N:20]3[CH2:25][CH2:24][O:23][CH2:22][CH2:21]3)[N:9]=2)[C:6]2[CH:26]=[CH:27][CH:28]=[CH:29][C:5]=2[N:4]=1)[CH3:2].[N:30]1([C:35]([C@H:37]2[CH2:41][CH2:40][NH:39][CH2:38]2)=[O:36])[CH2:34][CH2:33][CH2:32][CH2:31]1.C(O[BH-](OC(=O)C)OC(=O)C)(=O)C.[Na+], predict the reaction product. The product is: [CH2:1]([C:3]1[N:7]([C:8]2[N:16]=[C:15]3[C:11]([N:12]=[C:13]([CH2:18][N:39]4[CH2:40][CH2:41][C@H:37]([C:35]([N:30]5[CH2:31][CH2:32][CH2:33][CH2:34]5)=[O:36])[CH2:38]4)[N:14]3[CH3:17])=[C:10]([N:20]3[CH2:25][CH2:24][O:23][CH2:22][CH2:21]3)[N:9]=2)[C:6]2[CH:26]=[CH:27][CH:28]=[CH:29][C:5]=2[N:4]=1)[CH3:2].